Dataset: Catalyst prediction with 721,799 reactions and 888 catalyst types from USPTO. Task: Predict which catalyst facilitates the given reaction. (1) The catalyst class is: 6. Reactant: [H-].[H-].[H-].[H-].[Li+].[Al+3].C1COCC1.[CH3:12][N:13]1[CH2:17][CH2:16][CH2:15][C@@H:14]1[C:18]([C:20]1[C:28]2[C:23](=[CH:24][CH:25]=[C:26]([CH2:29][CH2:30][S:31]([C:34]3[CH:39]=[CH:38][CH:37]=[CH:36][CH:35]=3)(=[O:33])=[O:32])[CH:27]=2)[NH:22][CH:21]=1)=O.[OH-].[Na+]. Product: [CH3:12][N:13]1[CH2:17][CH2:16][CH2:15][C@@H:14]1[CH2:18][C:20]1[C:28]2[C:23](=[CH:24][CH:25]=[C:26]([CH2:29][CH2:30][S:31]([C:34]3[CH:39]=[CH:38][CH:37]=[CH:36][CH:35]=3)(=[O:32])=[O:33])[CH:27]=2)[NH:22][CH:21]=1. (2) Reactant: [Br:1][C:2]1[CH:7]=[CH:6][N:5]=[C:4]([CH3:8])[CH:3]=1.[Br:9]N1C(=O)CCC1=O.C(OOC(=O)C1C=CC=CC=1)(=O)C1C=CC=CC=1. Product: [Br:1][C:2]1[CH:7]=[CH:6][N:5]=[C:4]([CH2:8][Br:9])[CH:3]=1. The catalyst class is: 53. (3) Reactant: [O:1]=[CH:2][C:3]1[CH:11]=[CH:10][CH:9]=[C:6]([O:7][CH3:8])[C:4]=1O.N1C=CC=CC=1.[S:18](O[S:18]([C:21]([F:24])([F:23])[F:22])(=[O:20])=[O:19])([C:21]([F:24])([F:23])[F:22])(=[O:20])=[O:19]. Product: [CH3:8][O:7][C:6]1[C:4]([S:18]([C:21]([F:24])([F:23])[F:22])(=[O:20])=[O:19])=[C:3]([CH:11]=[CH:10][CH:9]=1)[CH:2]=[O:1]. The catalyst class is: 4. (4) Reactant: [CH2:1]([C:8]1[C:13](=[O:14])[N:12]2[CH2:15][CH2:16][S:17][C:11]2=[N:10][C:9]=1[CH:18](O)[CH2:19][CH3:20])[C:2]1[CH:7]=[CH:6][CH:5]=[CH:4][CH:3]=1.[C:22]1(=[O:32])[NH:26][C:25](=[O:27])[C:24]2=[CH:28][CH:29]=[CH:30][CH:31]=[C:23]12.C1(P(C2C=CC=CC=2)C2C=CC=CC=2)C=CC=CC=1.N(C(OC(C)C)=O)=NC(OC(C)C)=O. Product: [CH2:1]([C:8]1[C:13](=[O:14])[N:12]2[CH2:15][CH2:16][S:17][C:11]2=[N:10][C:9]=1[CH:18]([N:26]1[C:22](=[O:32])[C:23]2[C:24](=[CH:28][CH:29]=[CH:30][CH:31]=2)[C:25]1=[O:27])[CH2:19][CH3:20])[C:2]1[CH:7]=[CH:6][CH:5]=[CH:4][CH:3]=1. The catalyst class is: 1. (5) Reactant: [OH:1][CH2:2][C:3]1[CH:4]=[C:5]([N:11]([CH2:13][CH2:14][O:15][CH2:16][CH2:17][O:18][CH2:19][CH2:20][O:21][CH2:22][CH2:23][O:24][CH2:25][CH2:26][O:27][CH2:28][CH2:29][O:30][CH2:31][CH2:32][O:33][CH2:34][CH2:35][O:36][CH2:37][CH2:38][O:39][CH2:40][CH2:41][O:42][CH2:43][CH2:44][O:45][CH2:46][CH2:47][O:48][CH2:49][CH2:50][C:51]([O:53][CH3:54])=[O:52])[CH3:12])[CH:6]=[C:7]([CH2:9][OH:10])[CH:8]=1.C(N(CC)CC)C.[CH3:62][S:63](Cl)(=[O:65])=[O:64]. Product: [CH3:62][S:63]([O:1][CH2:2][C:3]1[CH:4]=[C:5]([N:11]([CH2:13][CH2:14][O:15][CH2:16][CH2:17][O:18][CH2:19][CH2:20][O:21][CH2:22][CH2:23][O:24][CH2:25][CH2:26][O:27][CH2:28][CH2:29][O:30][CH2:31][CH2:32][O:33][CH2:34][CH2:35][O:36][CH2:37][CH2:38][O:39][CH2:40][CH2:41][O:42][CH2:43][CH2:44][O:45][CH2:46][CH2:47][O:48][CH2:49][CH2:50][C:51]([O:53][CH3:54])=[O:52])[CH3:12])[CH:6]=[C:7]([CH2:9][O:10][S:63]([CH3:62])(=[O:65])=[O:64])[CH:8]=1)(=[O:65])=[O:64]. The catalyst class is: 4.